The task is: Predict which catalyst facilitates the given reaction.. This data is from Catalyst prediction with 721,799 reactions and 888 catalyst types from USPTO. (1) Product: [Cl:1][C:2]1[CH:3]=[C:4]([NH:9][C:10](=[NH:26])[NH:11][C:12]2[N:17]=[C:16]([NH:18][CH:19]3[CH2:24][CH2:23][CH2:22][N:21]([CH2:27][CH3:28])[CH2:20]3)[CH:15]=[C:14]([CH3:25])[N:13]=2)[CH:5]=[CH:6][C:7]=1[Cl:8]. The catalyst class is: 2. Reactant: [Cl:1][C:2]1[CH:3]=[C:4]([NH:9][C:10](=[NH:26])[NH:11][C:12]2[N:17]=[C:16]([NH:18][CH:19]3[CH2:24][CH2:23][CH2:22][NH:21][CH2:20]3)[CH:15]=[C:14]([CH3:25])[N:13]=2)[CH:5]=[CH:6][C:7]=1[Cl:8].[CH:27](=O)[CH3:28].[BH-](OC(C)=O)(OC(C)=O)OC(C)=O.[Na+]. (2) Reactant: [CH3:1][N:2]1[CH:6]=[CH:5][N:4]=[C:3]1[CH:7]1[CH:16]([C:17]2[CH:22]=[CH:21][CH:20]=[CH:19][CH:18]=2)[C:15](=O)[C:14]2[C:13]([C:24]([O:26]C)=O)=[CH:12][CH:11]=[CH:10][C:9]=2[NH:8]1.CN1C=CN=C1C1C(C2C=CC=CC=2)C(=O)C2C(C(OCC)=O)=CC=CC=2N1.O.[NH2:57][NH2:58]. Product: [CH3:1][N:2]1[CH:6]=[CH:5][N:4]=[C:3]1[CH:7]1[NH:8][C:9]2[C:14]3[C:15](=[N:57][NH:58][C:24](=[O:26])[C:13]=3[CH:12]=[CH:11][CH:10]=2)[CH:16]1[C:17]1[CH:18]=[CH:19][CH:20]=[CH:21][CH:22]=1. The catalyst class is: 5. (3) Reactant: [CH3:1][O:2][C:3]1[CH:8]=[CH:7][CH:6]=[CH:5][C:4]=1[S:9][CH2:10][C@@H:11]([CH3:16])[C:12]([O:14]C)=[O:13].C1COCC1.O[Li].O. Product: [CH3:1][O:2][C:3]1[CH:8]=[CH:7][CH:6]=[CH:5][C:4]=1[S:9][CH2:10][C@@H:11]([CH3:16])[C:12]([OH:14])=[O:13]. The catalyst class is: 6. (4) Reactant: [CH3:1][C:2]1[NH:7][C:6]([C:8]2[S:9][CH:10]=[CH:11][N:12]=2)=[N:5][CH:4]([C:13]2[CH:18]=[CH:17][CH:16]=[CH:15][C:14]=2[C:19]([F:22])([F:21])[F:20])[C:3]=1[C:23]([O:25][CH2:26][CH3:27])=[O:24].C1C(=O)N([Br:35])C(=O)C1. Product: [Br:35][CH2:1][C:2]1[NH:7][C:6]([C:8]2[S:9][CH:10]=[CH:11][N:12]=2)=[N:5][CH:4]([C:13]2[CH:18]=[CH:17][CH:16]=[CH:15][C:14]=2[C:19]([F:22])([F:21])[F:20])[C:3]=1[C:23]([O:25][CH2:26][CH3:27])=[O:24]. The catalyst class is: 53. (5) Reactant: CO[C:3](=[O:21])[C:4]1[CH:9]=[C:8]([C:10]2[CH:11]=[N:12][CH:13]=[N:14][CH:15]=2)[C:7]([C:16]([F:19])([F:18])[F:17])=[CH:6][C:5]=1[NH2:20].ClC([O:25][C:26]1C=CC(Cl)=CC=1)=O.[CH3:33][S:34]([NH:37][NH2:38])(=[O:36])=[O:35].CCN(C(C)C)C(C)C. Product: [O:25]=[C:26]1[N:38]([NH:37][S:34]([CH3:33])(=[O:36])=[O:35])[C:3](=[O:21])[C:4]2[C:5](=[CH:6][C:7]([C:16]([F:18])([F:19])[F:17])=[C:8]([C:10]3[CH:11]=[N:12][CH:13]=[N:14][CH:15]=3)[CH:9]=2)[NH:20]1. The catalyst class is: 12. (6) Reactant: B.O1CCCC1.[CH:7]1([CH2:11][NH:12][C:13](=O)[C:14]2[C:19]([CH:20]([CH3:22])[CH3:21])=[CH:18][C:17]([NH:23][C:24]3[CH:25]=[C:26]([CH3:30])[CH:27]=[CH:28][CH:29]=3)=[N:16][CH:15]=2)[CH2:10][CH2:9][CH2:8]1.CO.Cl. Product: [CH:7]1([CH2:11][NH:12][CH2:13][C:14]2[C:19]([CH:20]([CH3:22])[CH3:21])=[CH:18][C:17]([NH:23][C:24]3[CH:25]=[C:26]([CH3:30])[CH:27]=[CH:28][CH:29]=3)=[N:16][CH:15]=2)[CH2:10][CH2:9][CH2:8]1. The catalyst class is: 305. (7) Reactant: Br[C:2]1[CH:3]=[C:4]2[CH:10]=[CH:9][O:8][C:5]2=[N:6][CH:7]=1.Br[C:12]1[CH:13]=[C:14]2[CH:20]=[CH:19][NH:18][C:15]2=[N:16][CH:17]=1.[CH3:21][N:22]([C:28]([O:30][C:31]([CH3:34])([CH3:33])[CH3:32])=[O:29])[CH:23]([CH2:25][CH:26]=[CH2:27])[CH3:24]. Product: [CH3:21][N:22]([C:28]([O:30][C:31]([CH3:32])([CH3:34])[CH3:33])=[O:29])[CH:23]([CH2:25]/[CH:26]=[CH:27]/[C:2]1[CH:3]=[C:4]2[CH:10]=[CH:9][O:8][C:5]2=[N:6][CH:7]=1)[CH3:24].[CH3:21][N:22]([C:28]([O:30][C:31]([CH3:32])([CH3:34])[CH3:33])=[O:29])[CH:23]([CH2:25]/[CH:26]=[CH:27]/[C:12]1[CH:13]=[C:14]2[CH:20]=[CH:19][NH:18][C:15]2=[N:16][CH:17]=1)[CH3:24]. The catalyst class is: 45.